This data is from Catalyst prediction with 721,799 reactions and 888 catalyst types from USPTO. The task is: Predict which catalyst facilitates the given reaction. Reactant: CC(OI1(OC(C)=O)(OC(C)=O)OC(=O)C2C=CC=CC1=2)=O.[Cl:23][C:24]1[CH:25]=[CH:26][C:27]([O:48][CH2:49][CH:50]([CH3:52])[CH3:51])=[C:28]([CH2:30][N:31]2[C:35]([CH3:36])=[CH:34][C:33]([C:37]3[NH:41][C:40]4[CH:42]=[CH:43][C:44]([CH2:46][OH:47])=[CH:45][C:39]=4[N:38]=3)=[N:32]2)[CH:29]=1. Product: [Cl:23][C:24]1[CH:25]=[CH:26][C:27]([O:48][CH2:49][CH:50]([CH3:52])[CH3:51])=[C:28]([CH2:30][N:31]2[C:35]([CH3:36])=[CH:34][C:33]([C:37]3[NH:41][C:40]4[CH:42]=[CH:43][C:44]([CH:46]=[O:47])=[CH:45][C:39]=4[N:38]=3)=[N:32]2)[CH:29]=1. The catalyst class is: 4.